Binary Classification. Given two protein amino acid sequences, predict whether they physically interact or not. From a dataset of Human Reference Interactome with 51,813 positive PPI pairs across 8,248 proteins, plus equal number of experimentally-validated negative pairs. (1) Protein 1 (ENSG00000144747) has sequence MSWFNASQLSSFAKQALSQAQKSIDRVLDIQEEEPSIWAETIPYGEPGISSPVSGGWDTSTWGLKSNTEPQSPPIASPKAITKPVRRTVVDESENFFSAFLSPTDVQTIQKSPVVSKPPAKSQRPEEEVKSSLHESLHIGQSRTPETTESQVKDSSLCVSGETLAAGTSSPKTEGKHEETVNKESDMKVPTVSLKVSESVIDVKTTMESISNTSTQSLTAETKDIALEPKEQKHEDRQSNTPSPPVSTFSSGTSTTSDIEVLDHESVISESSASSRQETTDSKSSLHLMQTSFQLLSASA.... Protein 2 (ENSG00000205409) has sequence MPIANDTQFHTSSFLLLGIPGLEDVHIWIGFPFFSVYLIALLGNAAIFFVIQTEQSLHEPMYYCLAMLDSIDLSLSTATIPKMLGIFWFNIKEISFGGYLSQMFFIHFFTVMESIVLVAMAFDRYIAICKPLWYTMILTSKIISLIAGIAVLRSLYMVIPLVFLLLRLPFCGHRIIPHTYCEHMGIARLACASIKVNIMFGLGSISLLLLDVLLIILSHIRILYAVFCLPSWEARLKALNTCGSHIGVILAFSTPAFFSFFTHCFGHDIPQYIHIFLANLYVVVPPTLNPVIYGVRTKHI.... Result: 0 (the proteins do not interact). (2) Protein 1 (ENSG00000139505) has sequence MEHIRTTKVEQVKLLDRFSTSNKSLTGTLYLTATHLLFIDSHQKETWILHHHIASVEKLALTTSGCPLVIQCKNFRTVHFIVPRERDCHDIYNSLLQLSKQAKYEDLYAFSYNPKQNDSERLQGWQLIDLAEEYKRMGVPNSHWQLSDANRDYKICETYPRELYVPRIASKPIIVGSSKFRSKGRFPVLSYYHQDKEAAICRCSQPLSGFSARCLEDEHLLQAISKANPVNRYMYVMDTRPKLNAMANRAAGKGYENEDNYSNIRFQFVGIENIHVMRSSLQKLLEVNGTKGLSVNDFYS.... Protein 2 (ENSG00000125850) has sequence MPKVFLVKRRSLGVSVRSWDELPDEKRADTYIPVGLGRLLHDPPEDCRSDGGSSSGSGSSSAGEPGGAESSSSPHAPESETPEPGDAEGPDGHLATKQRPVARSKIKFTTGTCSDSVVHSCDLCGKGFRLQRMLNRHLKCHNQVKRHLCTFCGKGFNDTFDLKRHVRTHTGIRPYKCNVCNKAFTQRCSLESHLKKIHGVQQQYAYKQRRDKLYVCEDCGYTGPTQEDLYLHVNSAHPGSSFLKKTSKKLAALLQGKLTSAHQENTSLSEEEERK*. Result: 0 (the proteins do not interact).